From a dataset of Full USPTO retrosynthesis dataset with 1.9M reactions from patents (1976-2016). Predict the reactants needed to synthesize the given product. (1) Given the product [C:12]([NH:16][C:17]([NH:1][C@@H:2]([CH2:5][CH:6]1[CH2:11][CH2:10][CH2:9][CH2:8][CH2:7]1)[CH2:3][OH:4])=[S:18])([CH3:15])([CH3:14])[CH3:13], predict the reactants needed to synthesize it. The reactants are: [NH2:1][C@@H:2]([CH2:5][CH:6]1[CH2:11][CH2:10][CH2:9][CH2:8][CH2:7]1)[CH2:3][OH:4].[C:12]([N:16]=[C:17]=[S:18])([CH3:15])([CH3:14])[CH3:13]. (2) Given the product [Cl:1][C:2]1[CH:17]=[C:16]([N+:18]([O-:20])=[O:19])[CH:15]=[CH:14][C:3]=1[O:4][C:5]1[C:6]2[CH:7]=[N:23][O:13][C:9]=2[CH:10]=[CH:11][CH:12]=1, predict the reactants needed to synthesize it. The reactants are: [Cl:1][C:2]1[CH:17]=[C:16]([N+:18]([O-:20])=[O:19])[CH:15]=[CH:14][C:3]=1[O:4][C:5]1[CH:12]=[CH:11][CH:10]=[C:9]([OH:13])[C:6]=1[CH:7]=O.C(#[N:23])C.C(=O)([O-])O.[Na+].